From a dataset of Catalyst prediction with 721,799 reactions and 888 catalyst types from USPTO. Predict which catalyst facilitates the given reaction. Reactant: [CH3:1][N:2]1[C:7](=[O:8])[C:6]2[C:9]([C:30]3[CH:35]=[CH:34][CH:33]=[CH:32][CH:31]=3)=[C:10]([C:12]3[CH:17]=[CH:16][C:15]([C:18]4([NH:22][C:23](=[O:29])[O:24][C:25]([CH3:28])([CH3:27])[CH3:26])[CH2:21][CH2:20][CH2:19]4)=[CH:14][CH:13]=3)[O:11][C:5]=2[N:4]=[C:3]1S(C)(=O)=O.[CH3:40][NH:41][CH2:42][CH2:43][OH:44]. Product: [OH:44][CH2:43][CH2:42][N:41]([CH3:40])[C:3]1[N:2]([CH3:1])[C:7](=[O:8])[C:6]2[C:9]([C:30]3[CH:31]=[CH:32][CH:33]=[CH:34][CH:35]=3)=[C:10]([C:12]3[CH:17]=[CH:16][C:15]([C:18]4([NH:22][C:23](=[O:29])[O:24][C:25]([CH3:27])([CH3:28])[CH3:26])[CH2:19][CH2:20][CH2:21]4)=[CH:14][CH:13]=3)[O:11][C:5]=2[N:4]=1. The catalyst class is: 7.